Task: Binary Classification. Given a miRNA mature sequence and a target amino acid sequence, predict their likelihood of interaction.. Dataset: Experimentally validated miRNA-target interactions with 360,000+ pairs, plus equal number of negative samples (1) The miRNA is mmu-miR-669o-5p with sequence UAGUUGUGUGUGCAUGUUUAUGU. The protein sequence of the target gene is MCFPGSQISPARLYYLVSAPWICTGSLTSSRLPRRRESGPLRVPPRSVQAERILRLPAFGLPLLALLLVPLLPVRAQNPDAKVVSMGVEWLTRYGYLPPADPVHAQMQSLEKLQDAIKVMQRFAGLPETGQMDPMTIKTMRKPRCSLPDVLGAAGLVRRRRRYSLSGSVWKKRTLTWSIRSFSQKSQLSPQIVRTLLSYALAVWATESGLTFQEVNSQYQEPDIIIHFARAYHQDSYPFDGSGGTLAHAFFPGEHPISGDTHFDDEETWTFGSTDDNGIDLFAVAVHEFGHALGLGHSSA.... Result: 0 (no interaction). (2) The miRNA is hsa-miR-6801-3p with sequence ACCCCUGCCACUCACUGGCC. The protein sequence of the target gene is MLSSIKCVLVGDSAVGKTSLLVRFTSETFPEAYKPTVYENTGVDVFMDGIQISLGLWDTAGNDAFRSIRPLSYQQADVVLMCYSVANHNSFLNLKNKWISEIRSNLPCTPVLVVATQTDQREVGPHRASCINAIEGKRLAQDVRAKGYLECSALSNRGVQQVFECAVRTAVNQARRRNRRKLFSINECKIF. Result: 0 (no interaction).